Dataset: Experimentally validated miRNA-target interactions with 360,000+ pairs, plus equal number of negative samples. Task: Binary Classification. Given a miRNA mature sequence and a target amino acid sequence, predict their likelihood of interaction. (1) The miRNA is hsa-miR-548ae-3p with sequence CAAAAACUGCAAUUACUUUCA. The protein sequence of the target gene is MAATEGVGESAAGGEPGQPEQPPPPPPPPPAQQPQEEEMAAEAGEAAASPMDDGFLSLDSPTYVLYRDRAEWADIDPVPQNDGPNPVVQIIYSEKFRDVYDYFRAVLQRDERSERAFKLTRDAIELNAANYTVWHFRRVLLRSLQKDLQEEMNYITAIIEEQPKNYQVWHHRRVLVEWLKDPSQELEFIADILSQDAKNYHAWQHRQWVIQEFRLWDNELQYVDQLLKEDVRNNSVWNQRHFVISNTTGYSDRAVLEREVQYTLEMIKLVPHNESAWNYLKGILQDRGLSRYPNLLNQLL.... Result: 0 (no interaction). (2) The miRNA is mmu-miR-3110-3p with sequence GCACUCCAUCGGAGGCAGACAC. The protein sequence of the target gene is MGDMKTPDFDDLLAAFDIPDIDANEAIHSGPEENEGPGGPGKPEPGVGSESEDTAAASAGDGPGVPAQASDHGLPPPDISVVSVIVKNTVCPEQSEALAGGSAGDGAQAAGVTKEGPVGPHRMQNGFGSPEPSLPGTPHSPAPPSGGTWKEKGMEGKTPLDLFAHFGPEPGDHSDPLPPSAPSPTREGALTPPPFPSSFELAQENGPGMQPPVSSPPLGALKQESCSPHHPQVLAQQGSGSSPKATDIPASASPPPVAGVPFFKQSPGHQSPLASPKVPVCQPLKEEDDDEGPVDKSSPG.... Result: 0 (no interaction).